From a dataset of Experimentally validated miRNA-target interactions with 360,000+ pairs, plus equal number of negative samples. Binary Classification. Given a miRNA mature sequence and a target amino acid sequence, predict their likelihood of interaction. (1) The miRNA is hsa-miR-548as-5p with sequence AAAAGUAAUUGCGGGUUUUGCC. The protein sequence of the target gene is MEETEKKVATQEGRFFSKMKVFLMSLTCAYLAKSLSGVYMNSMLTQIERQFGIPTSVVGFITGSFEIGNLLLIVFVSYFGRKLHRPIIIGVGCVVMGLGCFLMASPHFLMGRYKYETTISPTSNLSSNSFLCIENRTQTLKPTQDPTECVKEIKSLMWIYVLIGNTMRGIGETPIMPLGISYIEDFAKSENSPLYIGILEMGKIVGPIIGLLLGSFFARVYVDIGSVNTDDLTITPTDTRWVGAWWIGFLVCAGVNILTSIPFFFFPKTLPKKELQDNVDVTKYEKVEKHRERAKKENLG.... Result: 0 (no interaction). (2) The miRNA is dre-let-7f with sequence UGAGGUAGUAGAUUGUAUAGUU. The protein sequence of the target gene is MQARALLLAALAALALAREPPAAPCPARCDVSRCPSPRCPGGYVPDLCNCCLVCAASEGEPCGGPLDSPCGESLECVRGLCRCRWSHAVCGTDGHTYANVCALQAASRRALQLSGTPVRQLQKGACPLGLHQLSSPRYKFNFIADVVEKIAPAVVHIELFLRHPLFGRNVPLSSGSGFIMSEAGLIITNAHVVSSNSAAPGRQQLKVQLQNGDSYEATIKDIDKKSDIATIKIHPKKKLPVLLLGHSADLRPGEFVVAIGSPFALQNTVTTGIVSTAQREGRELGLRDSDMDYIQTDAII.... Result: 0 (no interaction). (3) The miRNA is mmu-miR-466c-5p with sequence UGAUGUGUGUGUGCAUGUACAUAU. The protein sequence of the target gene is MALPFRKDLGDYKDLDEDELLGKLSESELKQLETVLDDLDPENALLPAGFRQKNQTSKSATGPFDRERLLSYLEKQALEHKDRDDYVPYTGEKKGKIFIPKQKPAQTLTEETISLDPELEEALTSASDTELCDLAAILGMHNLIADTPFCDVLGSSNGVNQERFPNVVKGEKILPVFDEPPNPTNVEESLKRIRENDARLVEVNLNNIKNIPIPTLKDFAKTLEANTHVKHFSLAATRSNDPVAVAFADMLKVNKTLKSLNMESNFITGAGVLALIDALRDNETLMELKIDNQRQQLGTS.... Result: 0 (no interaction). (4) The miRNA is mmu-miR-551b-3p with sequence GCGACCCAUACUUGGUUUCAG. The protein sequence of the target gene is MRRRRAAVAAGFCASFLLGSVLNVLFAPGSEPPRPGQSPEPSPAPGPGRRGGRGELARQIRARYEEVQRYSRGGPGPGAGRPERRRLMDLAPGGPGLPRPRPPWARPLSDGAPGWPPAPGPGSPGPGPRLGCAALRNVSGAQYMGSGYTKAVYRVRLPGGAAVALKAVDFSGHDLGSCVREFGVRRGCYRLAAHKLLKEMVLLERLRHPNVLQLYGYCYQDSEDIPDTLTTITELGAPVEMIQLLQTSWEDRFRICLSLGRLLHHLAHSPLGSVTLLDFRPRQFVLVDGELKVTDLDDAR.... Result: 0 (no interaction). (5) The miRNA is hsa-miR-144-3p with sequence UACAGUAUAGAUGAUGUACU. The protein sequence of the target gene is MANIHQENEEMEQPMQNGEEDRPLGGGEGHQPAGNRRGQARRLAPNFRWAIPNRQINDGMGGDGDDMEIFMEEMREIRRKLRELQLRNCLRILMGELSNHHDHHDEFCLMP. Result: 1 (interaction). (6) The miRNA is mmu-miR-337-3p with sequence UCAGCUCCUAUAUGAUGCCUUU. The protein sequence of the target gene is MKITRQKHAKKHLGFFRNNFGVREPYQILLDGTFCQAALRGRIQLRDQLPRYLMGETQLCTTRCVLKELETLGKELYGAKLIAQKCQVRNCPHFKSPVSGSECLLSMVDEGNPHHYFVATQDQNLSVKVKRTPGIPLMFIIQNTIVLDKPSPRTVAFVKAVEAGQLVSVHEKQSIKQLKEEQGLVRNPDLRRRRRKKKKVGGPNPLSCLKKKKKAQDTKSPASEKKRKRKRIRNRSTLKVSSEQQGAEG. Result: 1 (interaction). (7) The miRNA is dre-miR-29b with sequence UAGCACCAUUUGAAAUCAGUGU. The protein sequence of the target gene is MLPQIPFLLLVSLNLVHGVFYAERYQMPTGIKGPLPNTKTQFFIPYTIKSKGIAVRGEQGTPGPPGPAGPRGHPGPSGPPGKPGYGSPGLQGEPGLPGPPGPSAVGKPGVPGLPGKPGERGPYGPKGDVGPAGLPGPRGPPGPPGIPGPAGISVPGKPGQQGPTGAPGPRGFPGEKGAPGVPGMNGQKGEMGYGAPGRPGERGLPGPQGPTGPSGPPGVGKRGENGVPGQPGIKGDRGFPGEMGPIGPPGPQGPPGERGPEGIGKPGAAGAPGQPGIPGTKGLPGAPGIAGPPGPPGFGK.... Result: 0 (no interaction). (8) The miRNA is hsa-miR-6727-5p with sequence CUCGGGGCAGGCGGCUGGGAGCG. The protein sequence of the target gene is MAEGGQAQQQPPQLGPGAAARGMKRESEVELPVPGAGADGPEPGLSKRPRTEEAADGGMQNEPLTPGYHGFPARDGQGNQEPTTTPDAMVQPFTTIPFPPPPQNGIPTEYGVPHTQDYAGQTSEHNLTLYGSTQPHGEQSSNSPSNQNGSLTQTEGGAQTDGQQSQTQSSENSESKSTPKRLHVSNIPFRFRDPDLRQMFGQFGKILDVEIIFNERGSKGFGFVTFENSADADRAREKLHGTVVEGRKIEVNNATARVMTNKKMVTPYANGWKLSPVVGAVYGPELYAASSFQADVSLGN.... Result: 0 (no interaction). (9) Result: 0 (no interaction). The protein sequence of the target gene is MSTAGVAAQDIRVPLKTGFLHNGQALGNMKSCWGSHSEFENNFLNIDPITMAYNLNSPAQEHLTTVGCAARSAPGSGHFFAECGPSPRSSLPPLVISPSESSGQREEDQVMCGFKKLSVNGVCTSTPPLTPIKSCPSPFPCAALCDRGSRPLPPLPISEDLCVDEADSEVELLTTSSDTDLLLEDSAPSDFKYDAPGRRSFRGCGQINYAYFDSPTVSVADLSCASDQNRVVPDPNPPPPQSHRRLRRSHSGPAGSFNKPAIRISSCTHRASPSSDEDKPEVPPRVPIPPRPAKPDYRRW.... The miRNA is hsa-miR-105-5p with sequence UCAAAUGCUCAGACUCCUGUGGU.